This data is from Forward reaction prediction with 1.9M reactions from USPTO patents (1976-2016). The task is: Predict the product of the given reaction. Given the reactants [CH:1]([C@@H:3]1[C@@:8]([OH:23])([C:9]2[CH:14]=[CH:13][C:12]([CH2:15][O:16][CH2:17][C@@H:18]([CH3:22])[CH2:19][O:20][CH3:21])=[CH:11][CH:10]=2)[CH2:7][CH2:6][N:5]([C:24]([O:26][C:27]([CH3:30])([CH3:29])[CH3:28])=[O:25])[CH2:4]1)=O.Cl.[NH2:32][OH:33].C(=O)([O-])[O-].[Na+].[Na+], predict the reaction product. The product is: [OH:23][C@:8]1([C:9]2[CH:10]=[CH:11][C:12]([CH2:15][O:16][CH2:17][C@@H:18]([CH3:22])[CH2:19][O:20][CH3:21])=[CH:13][CH:14]=2)[CH2:7][CH2:6][N:5]([C:24]([O:26][C:27]([CH3:28])([CH3:30])[CH3:29])=[O:25])[CH2:4][C@@H:3]1[CH:1]=[N:32][OH:33].